This data is from Full USPTO retrosynthesis dataset with 1.9M reactions from patents (1976-2016). The task is: Predict the reactants needed to synthesize the given product. (1) Given the product [Cl:1][C:2]1[C:3]([O:30][CH2:31][CH3:32])=[C:4](/[C:17](/[CH3:29])=[CH:18]\[CH:19]=[CH:20]\[C:21](\[CH3:28])=[CH:22]\[C:23]([OH:25])=[O:24])[CH:5]=[C:6]2[C:11]=1[O:10][C:9]([CH3:12])([CH3:13])[CH:8]=[C:7]2[CH:14]([CH3:16])[CH3:15], predict the reactants needed to synthesize it. The reactants are: [Cl:1][C:2]1[C:3]([O:30][CH2:31][CH3:32])=[C:4](/[C:17](/[CH3:29])=[CH:18]\[CH:19]=[CH:20]\[C:21](\[CH3:28])=[CH:22]\[C:23]([O:25]CC)=[O:24])[CH:5]=[C:6]2[C:11]=1[O:10][C:9]([CH3:13])([CH3:12])[CH:8]=[C:7]2[CH:14]([CH3:16])[CH3:15].[OH-].[Na+]. (2) Given the product [C:20]([C:22]1[CH:23]=[C:24]([S:29]([NH:32][C:33]2[CH:38]=[CH:37][C:36]([F:39])=[CH:35][N:34]=2)(=[O:30])=[O:31])[CH:25]=[CH:26][C:27]=1[O:13][C:12]1[CH:11]=[CH:10][C:9]([C:14]2[CH:15]=[CH:16][CH:17]=[CH:18][CH:19]=2)=[CH:8][C:7]=1[C:6]1[N:2]([CH3:1])[N:3]=[CH:4][CH:5]=1)#[N:21], predict the reactants needed to synthesize it. The reactants are: [CH3:1][N:2]1[C:6]([C:7]2[CH:8]=[C:9]([C:14]3[CH:19]=[CH:18][CH:17]=[CH:16][CH:15]=3)[CH:10]=[CH:11][C:12]=2[OH:13])=[CH:5][CH:4]=[N:3]1.[C:20]([C:22]1[CH:23]=[C:24]([S:29]([NH:32][C:33]2[CH:38]=[CH:37][C:36]([F:39])=[CH:35][N:34]=2)(=[O:31])=[O:30])[CH:25]=[CH:26][C:27]=1F)#[N:21].C(=O)([O-])[O-].[K+].[K+].Cl. (3) Given the product [O:35]1[CH2:40][CH2:39][N:38]([C:41]2[C:46]([NH:47][C:55]3[C:64]4[C:59](=[CH:60][C:61]([F:66])=[CH:62][C:63]=4[F:65])[N:58]=[C:57]([C:67]4[CH:72]=[CH:71][N:70]=[C:69]([N:73]5[CH2:78][CH2:77][NH:76][CH2:75][CH2:74]5)[CH:68]=4)[C:56]=3[CH3:79])=[CH:45][C:44]([N:48]3[CH2:49][CH2:50][O:51][CH2:52][CH2:53]3)=[CH:43][N:42]=2)[CH2:37][CH2:36]1, predict the reactants needed to synthesize it. The reactants are: C1(P(C2CCCCC2)C2C=CC=CC=2C2C(C(C)C)=CC(C(C)C)=CC=2C(C)C)CCCCC1.[O:35]1[CH2:40][CH2:39][N:38]([C:41]2[C:46]([NH2:47])=[CH:45][C:44]([N:48]3[CH2:53][CH2:52][O:51][CH2:50][CH2:49]3)=[CH:43][N:42]=2)[CH2:37][CH2:36]1.Cl[C:55]1[C:64]2[C:59](=[CH:60][C:61]([F:66])=[CH:62][C:63]=2[F:65])[N:58]=[C:57]([C:67]2[CH:72]=[CH:71][N:70]=[C:69]([N:73]3[CH2:78][CH2:77][NH:76][CH2:75][CH2:74]3)[CH:68]=2)[C:56]=1[CH3:79].CC(C)([O-])C.[Na+]. (4) Given the product [CH3:24][N:21]1[CH2:22][CH2:23][C:11]2[N:10]([CH2:9][C:8]([C:5]3[CH:6]=[N:7][C:2]([N:29]([CH3:30])[CH3:27])=[CH:3][CH:4]=3)([OH:26])[CH3:25])[C:18]3[CH:17]=[CH:16][C:15]([CH3:19])=[CH:14][C:13]=3[C:12]=2[CH2:20]1, predict the reactants needed to synthesize it. The reactants are: Br[C:2]1[N:7]=[CH:6][C:5]([C:8]([OH:26])([CH3:25])[CH2:9][N:10]2[C:18]3[CH:17]=[CH:16][C:15]([CH3:19])=[CH:14][C:13]=3[C:12]3[CH2:20][N:21]([CH3:24])[CH2:22][CH2:23][C:11]2=3)=[CH:4][CH:3]=1.[CH2:27]([NH:29][CH2:30]C)C.